This data is from Full USPTO retrosynthesis dataset with 1.9M reactions from patents (1976-2016). The task is: Predict the reactants needed to synthesize the given product. (1) Given the product [C:31]([O:11][C@H:9]1[CH2:8][C@H:7]([C:1]2[CH:6]=[CH:5][CH:4]=[CH:3][CH:2]=2)[CH2:10]1)(=[O:38])[C:32]1[CH:37]=[CH:36][CH:35]=[CH:34][CH:33]=1, predict the reactants needed to synthesize it. The reactants are: [C:1]1([C@@H:7]2[CH2:10][C@H:9]([OH:11])[CH2:8]2)[CH:6]=[CH:5][CH:4]=[CH:3][CH:2]=1.C1(P(C2C=CC=CC=2)C2C=CC=CC=2)C=CC=CC=1.[C:31](O)(=[O:38])[C:32]1[CH:37]=[CH:36][CH:35]=[CH:34][CH:33]=1.N(C(OCC)=O)=NC(OCC)=O. (2) Given the product [CH3:32][C:29]1[CH:28]=[CH:27][C:26]([S:23]([NH:22][C:20]2[CH:19]=[CH:18][C:15]3[CH2:16][CH2:17][NH:11][CH2:12][CH2:13][C:14]=3[CH:21]=2)(=[O:24])=[O:25])=[CH:31][CH:30]=1, predict the reactants needed to synthesize it. The reactants are: C(OC([N:11]1[CH2:17][CH2:16][C:15]2[CH:18]=[CH:19][C:20]([NH:22][S:23]([C:26]3[CH:31]=[CH:30][C:29]([CH3:32])=[CH:28][CH:27]=3)(=[O:25])=[O:24])=[CH:21][C:14]=2[CH2:13][CH2:12]1)=O)C1C=CC=CC=1. (3) Given the product [C:38]([O:37][C:35]([NH:34][CH:29]([CH2:28][CH2:27][S:26][CH2:25][C@@H:17]1[C@@H:18]2[C@@H:19]([O:20][C:21]([CH3:23])([CH3:24])[O:22]2)[C@H:15]([N:10]2[CH:9]=[N:8][C:7]3[C:11]2=[N:12][CH:13]=[N:14][C:6]=3[NH:4][CH2:5][CH2:49][CH2:48][N:45]2[CH2:46][CH2:47][O:42][CH2:43][CH2:44]2)[O:16]1)[C:30]([O:32][CH3:33])=[O:31])=[O:36])([CH3:39])([CH3:40])[CH3:41], predict the reactants needed to synthesize it. The reactants are: N1N=C[N:4]([C:6]2[N:14]=[CH:13][N:12]=[C:11]3[C:7]=2[N:8]=[CH:9][N:10]3[C@H:15]2[C@@H:19]3[O:20][C:21]([CH3:24])([CH3:23])[O:22][C@@H:18]3[C@@H:17]([CH2:25][S:26][CH2:27][CH2:28][CH:29]([NH:34][C:35]([O:37][C:38]([CH3:41])([CH3:40])[CH3:39])=[O:36])[C:30]([O:32][CH3:33])=[O:31])[O:16]2)[CH:5]=1.[O:42]1[CH2:47][CH2:46][N:45]([CH2:48][CH2:49]CN)[CH2:44][CH2:43]1. (4) Given the product [ClH:13].[CH3:32][N:31]([CH3:33])[CH2:30][CH2:29][N:26]1[CH2:27][CH2:28][N:23]([S:20]([C:17]2[CH:16]=[CH:15][C:14]([C:10]3[C:9]4[C:4](=[CH:5][C:6]([C:11]#[N:12])=[CH:7][CH:8]=4)[NH:3][C:2]=3[OH:1])=[N:19][CH:18]=2)(=[O:21])=[O:22])[CH2:24][CH2:25]1, predict the reactants needed to synthesize it. The reactants are: [O:1]=[C:2]1[CH2:10][C:9]2[C:4](=[CH:5][C:6]([C:11]#[N:12])=[CH:7][CH:8]=2)[NH:3]1.[Cl:13][C:14]1[N:19]=[CH:18][C:17]([S:20]([N:23]2[CH2:28][CH2:27][N:26]([CH2:29][CH2:30][N:31]([CH3:33])[CH3:32])[CH2:25][CH2:24]2)(=[O:22])=[O:21])=[CH:16][CH:15]=1. (5) Given the product [C:1]([O:5][C:6]([N:8]1[CH2:9][CH:10]([OH:21])[CH:11]([S:13][C:14]2[CH:15]=[CH:16][C:17]([O:20][CH2:28][C:29]3[CH:34]=[CH:33][CH:32]=[CH:31][CH:30]=3)=[CH:18][CH:19]=2)[CH2:12]1)=[O:7])([CH3:4])([CH3:2])[CH3:3], predict the reactants needed to synthesize it. The reactants are: [C:1]([O:5][C:6]([N:8]1[CH2:12][CH:11]([S:13][C:14]2[CH:19]=[CH:18][C:17]([OH:20])=[CH:16][CH:15]=2)[CH:10]([OH:21])[CH2:9]1)=[O:7])([CH3:4])([CH3:3])[CH3:2].C([O-])([O-])=O.[K+].[K+].[CH2:28](Br)[C:29]1[CH:34]=[CH:33][CH:32]=[CH:31][CH:30]=1. (6) Given the product [OH:21][CH2:20][C:19]([N:12]1[C:13]2[CH:18]=[CH:17][N:16]=[CH:15][C:14]=2[C:10]([C:8]([C:4]2[CH:3]=[C:2]([NH:1][C:40](=[O:42])[CH2:39][C:35]3[CH:36]=[CH:37][CH:38]=[C:33]([C:32]([F:31])([F:44])[F:43])[CH:34]=3)[CH:7]=[CH:6][N:5]=2)=[O:9])=[CH:11]1)([CH3:30])[CH3:29], predict the reactants needed to synthesize it. The reactants are: [NH2:1][C:2]1[CH:7]=[CH:6][N:5]=[C:4]([C:8]([C:10]2[C:14]3[CH:15]=[N:16][CH:17]=[CH:18][C:13]=3[N:12]([C:19]([CH3:30])([CH3:29])[CH2:20][O:21][Si](C(C)(C)C)(C)C)[CH:11]=2)=[O:9])[CH:3]=1.[F:31][C:32]([F:44])([F:43])[C:33]1[CH:34]=[C:35]([CH2:39][C:40]([OH:42])=O)[CH:36]=[CH:37][CH:38]=1. (7) Given the product [CH3:1][O:2][C:3]1[CH:4]=[CH:5][C:6]([C:9]2[S:40][C:12]3[C:13](=[O:39])[N:14]([CH2:17][C:18]4[CH:19]=[CH:20][CH:21]=[C:22]([O:24][CH2:25][C@@H:26]5[CH2:31][CH2:30][CH2:29][CH2:28][NH:27]5)[N:23]=4)[N:15]=[CH:16][C:11]=3[CH:10]=2)=[CH:7][CH:8]=1, predict the reactants needed to synthesize it. The reactants are: [CH3:1][O:2][C:3]1[CH:8]=[CH:7][C:6]([C:9]2[S:40][C:12]3[C:13](=[O:39])[N:14]([CH2:17][C:18]4[N:23]=[C:22]([O:24][CH2:25][C@@H:26]5[CH2:31][CH2:30][CH2:29][CH2:28][N:27]5C(OC(C)(C)C)=O)[CH:21]=[CH:20][CH:19]=4)[N:15]=[CH:16][C:11]=3[CH:10]=2)=[CH:5][CH:4]=1.C(O)(C(F)(F)F)=O.